Dataset: Forward reaction prediction with 1.9M reactions from USPTO patents (1976-2016). Task: Predict the product of the given reaction. Given the reactants [C:1]([C:3]1[C:4]([CH2:20][C:21]([CH3:24])([CH3:23])[CH3:22])=[N:5][C:6]([CH3:19])=[C:7]([C:11]=1[C:12]1[CH:17]=[CH:16][C:15]([CH3:18])=[CH:14][CH:13]=1)[C:8](O)=[O:9])#[N:2].CN(C)C=O.C(Cl)(=O)C(Cl)=O.[BH4-].[Na+], predict the reaction product. The product is: [OH:9][CH2:8][C:7]1[C:6]([CH3:19])=[N:5][C:4]([CH2:20][C:21]([CH3:23])([CH3:22])[CH3:24])=[C:3]([C:11]=1[C:12]1[CH:17]=[CH:16][C:15]([CH3:18])=[CH:14][CH:13]=1)[C:1]#[N:2].